From a dataset of Experimentally validated miRNA-target interactions with 360,000+ pairs, plus equal number of negative samples. Binary Classification. Given a miRNA mature sequence and a target amino acid sequence, predict their likelihood of interaction. (1) The miRNA is cel-miR-37-3p with sequence UCACCGGGUGAACACUUGCAGU. The protein sequence of the target gene is MKTPEDPGSPKQHEVVDSAGTSTRDRQAPLPTEPKFDMLYKIEDVPPWYLCILLGFQHYLTCFSGTIAVPFLLAEALCVGRDQHMVSQLIGTIFTCVGITTLIQTTVGIRLPLFQASAFAFLVPAKSILALERWKCPSEEEIYGNWSMPLNTSHIWHPRIREVQGAIMVSSMVEVVIGLMGLPGALLSYIGPLTVTPTVSLIGLSVFQAAGDRAGSHWGISACSILLIVLFSQYLRNLTFLLPVYRWGKGLTLFRVQIFKMFPIVLAIMTVWLLCYVLTLTDVLPADPTVYGFQARTDAR.... Result: 0 (no interaction). (2) The miRNA is hsa-miR-212-5p with sequence ACCUUGGCUCUAGACUGCUUACU. The protein sequence of the target gene is MLRLRSGLRHLRATPNTRGSARLLCAEMPKKAGATTKGKSQSKEPERPLPPLGPVAVDPKGCVTIAIHAKPGSKQNAVTDLTAEAVNVAIAAPPSEGEANAELCRYLSKVLELRKSDVVLDKGGKSREKVVKLLASTTPEEILEKLKKEAKKT. Result: 1 (interaction).